Dataset: Full USPTO retrosynthesis dataset with 1.9M reactions from patents (1976-2016). Task: Predict the reactants needed to synthesize the given product. The reactants are: [F:1][C:2]([F:9])([F:8])[C:3]1[CH:7]=[CH:6][NH:5][N:4]=1.[O-][Cl:11].[Na+]. Given the product [Cl:11][C:7]1[C:3]([C:2]([F:9])([F:8])[F:1])=[N:4][NH:5][CH:6]=1, predict the reactants needed to synthesize it.